Dataset: Full USPTO retrosynthesis dataset with 1.9M reactions from patents (1976-2016). Task: Predict the reactants needed to synthesize the given product. Given the product [C:16]1([C:14]2[CH:15]=[C:8]3[N:7]=[C:6]([C:4]([OH:5])=[O:3])[CH:11]=[CH:10][N:9]3[N:13]=2)[CH:17]=[CH:18][CH:19]=[CH:20][CH:21]=1, predict the reactants needed to synthesize it. The reactants are: C([O:3][C:4]([C:6]1[CH:11]=[C:10](Cl)[N:9]2[N:13]=[C:14]([C:16]3[CH:21]=[CH:20][CH:19]=[CH:18][CH:17]=3)[CH:15]=[C:8]2[N:7]=1)=[O:5])C.C(OC(C1C=CN2N=CC(C3C=CC=C(Cl)C=3)=C2N=1)=O)C.